Dataset: Full USPTO retrosynthesis dataset with 1.9M reactions from patents (1976-2016). Task: Predict the reactants needed to synthesize the given product. (1) Given the product [CH3:1][O:2][C:3](=[O:13])[C:4]1[CH:9]=[CH:8][C:7]([O:10][CH3:11])=[N:6][C:5]=1[S:19][CH:14]1[CH2:18][CH2:17][CH2:16][CH2:15]1, predict the reactants needed to synthesize it. The reactants are: [CH3:1][O:2][C:3](=[O:13])[C:4]1[CH:9]=[CH:8][C:7]([O:10][CH3:11])=[N:6][C:5]=1Cl.[CH:14]1([SH:19])[CH2:18][CH2:17][CH2:16][CH2:15]1. (2) Given the product [Br:4][C:5]1[CH:6]=[C:7]([CH2:8][OH:9])[CH:12]=[C:13]([CH2:16][CH2:17][CH2:18][O:19][Si:20]([CH:21]([CH3:23])[CH3:22])([CH:24]([CH3:25])[CH3:26])[CH:27]([CH3:29])[CH3:28])[C:14]=1[CH3:15], predict the reactants needed to synthesize it. The reactants are: ClCCl.[Br:4][C:5]1[CH:6]=[C:7]([CH:12]=[C:13]([CH2:16][CH2:17][CH2:18][O:19][Si:20]([CH:27]([CH3:29])[CH3:28])([CH:24]([CH3:26])[CH3:25])[CH:21]([CH3:23])[CH3:22])[C:14]=1[CH3:15])[C:8](OC)=[O:9]. (3) Given the product [F:18][C:17]([F:19])([F:20])[C:12]1[CH:13]=[CH:14][CH:15]=[CH:16][C:11]=1[O:10][C:2]1[CH:9]=[CH:8][C:5]([CH:6]=[O:7])=[CH:4][CH:3]=1, predict the reactants needed to synthesize it. The reactants are: F[C:2]1[CH:9]=[CH:8][C:5]([CH:6]=[O:7])=[CH:4][CH:3]=1.[OH:10][C:11]1[CH:16]=[CH:15][CH:14]=[CH:13][C:12]=1[C:17]([F:20])([F:19])[F:18].C(=O)([O-])[O-].[Cs+].[Cs+]. (4) Given the product [O:31]=[S:25]1(=[O:32])[CH2:30][CH2:29][CH2:28][CH2:27][N:26]1[C:2]1[CH:7]=[CH:6][C:5]([C:8]([N:10]2[CH2:15][CH2:14][N:13]([C:16]3[C:21]([CH3:22])=[CH:20][C:19]([CH3:23])=[C:18]([CH3:24])[N:17]=3)[CH2:12][CH2:11]2)=[O:9])=[CH:4][CH:3]=1, predict the reactants needed to synthesize it. The reactants are: I[C:2]1[CH:7]=[CH:6][C:5]([C:8]([N:10]2[CH2:15][CH2:14][N:13]([C:16]3[C:21]([CH3:22])=[CH:20][C:19]([CH3:23])=[C:18]([CH3:24])[N:17]=3)[CH2:12][CH2:11]2)=[O:9])=[CH:4][CH:3]=1.[S:25]1(=[O:32])(=[O:31])[CH2:30][CH2:29][CH2:28][CH2:27][NH:26]1. (5) Given the product [CH3:17][C:16]1[CH:15]=[CH:14][CH:13]=[C:12]([CH3:18])[C:11]=1[N:7]1[C:8](=[O:10])[CH2:9][C:5]([CH2:19][C:20]([CH3:22])=[CH2:21])([C:3]([OH:4])=[O:2])[CH2:6]1, predict the reactants needed to synthesize it. The reactants are: C[O:2][C:3]([C:5]1([CH2:19][C:20]([CH3:22])=[CH2:21])[CH2:9][C:8](=[O:10])[N:7]([C:11]2[C:16]([CH3:17])=[CH:15][CH:14]=[CH:13][C:12]=2[CH3:18])[CH2:6]1)=[O:4].[Li+].[OH-]. (6) Given the product [F:51][C:45]1[CH:46]=[CH:47][C:48]([C:7]2[C:2]([F:1])=[N:3][CH:4]=[CH:5][CH:6]=2)=[CH:49][C:44]=1[C@@:34]12[N:33]=[C:32]([NH2:24])[S:41][CH2:40][C@@H:39]1[CH2:38][C@H:37]([CH2:42][F:43])[O:36][CH2:35]2, predict the reactants needed to synthesize it. The reactants are: [F:1][C:2]1[C:7](B(O)O)=[CH:6][CH:5]=[CH:4][N:3]=1.C(=O)([O-])[O-].[Na+].[Na+].C(OC([N:24]([C:32]1[S:41][CH2:40][C@H:39]2[C@:34]([C:44]3[CH:49]=[C:48](Br)[CH:47]=[CH:46][C:45]=3[F:51])([CH2:35][O:36][C@@H:37]([CH2:42][F:43])[CH2:38]2)[N:33]=1)C(OC(C)(C)C)=O)=O)(C)(C)C. (7) Given the product [CH3:48][O:47][C@@H:12]1[C@@H:13]([CH2:37][S:38]([C:41]2[CH:42]=[CH:43][CH:44]=[CH:45][CH:46]=2)(=[O:39])=[O:40])[C@H:14]([CH2:16][C@@H:17]2[C:18](=[CH2:36])[C@H:19]([CH3:35])[CH2:20][C@H:21]([CH2:23][CH2:24][C@H:25]3[C:26](=[CH2:34])[CH2:27][C@H:28]([CH2:30][CH2:31][CH2:32][O:33][Si:64]([CH2:69][CH3:70])([CH2:67][CH3:68])[CH2:65][CH3:66])[O:29]3)[O:22]2)[O:15][C@@H:11]1[CH2:10][C@@H:9]([CH2:49][O:50][Si:51]([CH3:52])([CH3:53])[C:54]([CH3:56])([CH3:55])[CH3:57])[O:8][Si:1]([CH3:3])([CH3:2])[C:4]([CH3:5])([CH3:6])[CH3:7], predict the reactants needed to synthesize it. The reactants are: [Si:1]([O:8][C@H:9]([CH2:49][O:50][Si:51]([C:54]([CH3:57])([CH3:56])[CH3:55])([CH3:53])[CH3:52])[CH2:10][C@H:11]1[O:15][C@@H:14]([CH2:16][C@H:17]2[O:22][C@@H:21]([CH2:23][CH2:24][C@@H:25]3[O:29][C@@H:28]([CH2:30][CH2:31][CH2:32][OH:33])[CH2:27][C:26]3=[CH2:34])[CH2:20][C@@H:19]([CH3:35])[C:18]2=[CH2:36])[C@H:13]([CH2:37][S:38]([C:41]2[CH:46]=[CH:45][CH:44]=[CH:43][CH:42]=2)(=[O:40])=[O:39])[C@H:12]1[O:47][CH3:48])([C:4]([CH3:7])([CH3:6])[CH3:5])([CH3:3])[CH3:2].N1C=CN=C1.Cl[Si:64]([CH2:69][CH3:70])([CH2:67][CH3:68])[CH2:65][CH3:66].[NH4+].[Cl-].CC(OC)(C)C.[Na+].[Cl-].